Task: Predict the reaction yield, written as a fraction of the theoretical maximum amount of product (1.0 means a 100% yield; for example, 0.34 means a 34% yield).. Dataset: Reaction yield outcomes from USPTO patents with 853,638 reactions (1) The reactants are Cl[C:2]1[N:7]=[C:6]([N:8]2[CH2:13][CH2:12][O:11][CH2:10][CH2:9]2)[C:5]([S:14][CH3:15])=[C:4](Cl)[N:3]=1.CC1(C)C(C)(C)OB([C:25]2[CH:26]=[N:27][CH:28]=[CH:29][CH:30]=2)O1.C([O-])([O-])=O.[Na+].[Na+]. The catalyst is C1C=CC([P]([Pd]([P](C2C=CC=CC=2)(C2C=CC=CC=2)C2C=CC=CC=2)([P](C2C=CC=CC=2)(C2C=CC=CC=2)C2C=CC=CC=2)[P](C2C=CC=CC=2)(C2C=CC=CC=2)C2C=CC=CC=2)(C2C=CC=CC=2)C2C=CC=CC=2)=CC=1.O1CCOCC1. The product is [CH3:15][S:14][C:5]1[C:6]([N:8]2[CH2:13][CH2:12][O:11][CH2:10][CH2:9]2)=[N:7][C:2]([C:29]2[CH:28]=[N:27][CH:26]=[CH:25][CH:30]=2)=[N:3][C:4]=1[C:25]1[CH:26]=[N:27][CH:28]=[CH:29][CH:30]=1. The yield is 0.221. (2) The reactants are C(Cl)(Cl)Cl.[Cl:5][C:6]1[CH:7]=[C:8]([CH:12]2[C:16]([OH:17])=[C:15]([C:18]([CH3:20])=[O:19])[CH2:14][S:13]2)[CH:9]=[CH:10][CH:11]=1.S(Cl)(Cl)(=O)=O. The catalyst is O. The product is [Cl:5][C:6]1[CH:7]=[C:8]([C:12]2[S:13][CH:14]=[C:15]([C:18]([CH3:20])=[O:19])[C:16]=2[OH:17])[CH:9]=[CH:10][CH:11]=1. The yield is 0.990. (3) The reactants are [C:1]([O:5][C:6](=[O:40])[C:7]1[CH:15]=[C:14]([NH:16][C:17](=[O:39])[CH2:18][CH2:19][CH2:20][CH2:21][CH2:22][CH2:23][CH2:24][CH2:25][CH2:26][CH2:27][CH2:28][CH2:29][CH2:30][CH2:31][C:32]([O:34][C:35]([CH3:38])([CH3:37])[CH3:36])=[O:33])[CH:13]=[C:9]([C:10]([OH:12])=[O:11])[CH:8]=1)([CH3:4])([CH3:3])[CH3:2].[B-](F)(F)(F)F.CN(C(O[N:54]1[C:59](=[O:60])[CH2:58][CH2:57][C:55]1=[O:56])=[N+](C)C)C.CCN(C(C)C)C(C)C. The catalyst is C1COCC1. The product is [O:56]=[C:55]1[CH2:57][CH2:58][C:59](=[O:60])[N:54]1[O:11][C:10](=[O:12])[C:9]1[CH:8]=[C:7]([CH:15]=[C:14]([NH:16][C:17](=[O:39])[CH2:18][CH2:19][CH2:20][CH2:21][CH2:22][CH2:23][CH2:24][CH2:25][CH2:26][CH2:27][CH2:28][CH2:29][CH2:30][CH2:31][C:32]([O:34][C:35]([CH3:38])([CH3:37])[CH3:36])=[O:33])[CH:13]=1)[C:6]([O:5][C:1]([CH3:4])([CH3:2])[CH3:3])=[O:40]. The yield is 1.00. (4) The reactants are CC1(C)C2C(=C(P(C3C=CC=CC=3)C3C=CC=CC=3)C=CC=2)OC2C(P(C3C=CC=CC=3)C3C=CC=CC=3)=CC=CC1=2.C([O-])([O-])=O.[Cs+].[Cs+].[Cl:49][C:50]1[N:55]=[C:54](Cl)[CH:53]=[CH:52][N:51]=1.[O:57]1[CH:61]=[CH:60][N:59]=[C:58]1[NH2:62]. The catalyst is O1CCOCC1.C1C=CC(/C=C/C(/C=C/C2C=CC=CC=2)=O)=CC=1.C1C=CC(/C=C/C(/C=C/C2C=CC=CC=2)=O)=CC=1.C1C=CC(/C=C/C(/C=C/C2C=CC=CC=2)=O)=CC=1.[Pd].[Pd].CCOC(C)=O. The product is [Cl:49][C:50]1[N:55]=[C:54]([NH:62][C:58]2[O:57][CH:61]=[CH:60][N:59]=2)[CH:53]=[CH:52][N:51]=1. The yield is 0.152. (5) The reactants are Br[C:2]1[CH:3]=[CH:4][C:5](=[O:13])[N:6]([CH2:8][C:9]([OH:12])([CH3:11])[CH3:10])[CH:7]=1.[OH:14][C:15]([CH3:48])([CH3:47])[CH2:16][C@@:17]1([C:41]2[CH:46]=[CH:45][CH:44]=[CH:43][CH:42]=2)[O:22][C:21](=[O:23])[N:20]([C@H:24]([C:26]2[CH:31]=[CH:30][C:29](B3OC(C)(C)C(C)(C)O3)=[CH:28][CH:27]=2)[CH3:25])[CH2:19][CH2:18]1.C([O-])(O)=O.[Na+]. The catalyst is COCCOC.CCO.C1C=CC([P]([Pd]([P](C2C=CC=CC=2)(C2C=CC=CC=2)C2C=CC=CC=2)([P](C2C=CC=CC=2)(C2C=CC=CC=2)C2C=CC=CC=2)[P](C2C=CC=CC=2)(C2C=CC=CC=2)C2C=CC=CC=2)(C2C=CC=CC=2)C2C=CC=CC=2)=CC=1. The product is [OH:14][C:15]([CH3:47])([CH3:48])[CH2:16][C@@:17]1([C:41]2[CH:46]=[CH:45][CH:44]=[CH:43][CH:42]=2)[O:22][C:21](=[O:23])[N:20]([C@H:24]([C:26]2[CH:27]=[CH:28][C:29]([C:2]3[CH:3]=[CH:4][C:5](=[O:13])[N:6]([CH2:8][C:9]([OH:12])([CH3:11])[CH3:10])[CH:7]=3)=[CH:30][CH:31]=2)[CH3:25])[CH2:19][CH2:18]1. The yield is 0.155. (6) The reactants are [CH3:1][C:2]1[CH:7]=[CH:6][C:5]([S:8]([N:11]2[C:15]([C:16]3[CH:21]=[CH:20][CH:19]=[CH:18][CH:17]=3)=[CH:14][C:13]([CH:22]=O)=[CH:12]2)(=[O:10])=[O:9])=[CH:4][CH:3]=1.[C:24]1([CH:30]([NH2:37])[C:31]2[CH:36]=[CH:35][CH:34]=[CH:33][CH:32]=2)[CH:29]=[CH:28][CH:27]=[CH:26][CH:25]=1.C(O[BH-](OC(=O)C)OC(=O)C)(=O)C.[Na+]. The catalyst is ClCCl. The product is [CH3:1][C:2]1[CH:7]=[CH:6][C:5]([S:8]([N:11]2[C:15]([C:16]3[CH:21]=[CH:20][CH:19]=[CH:18][CH:17]=3)=[CH:14][C:13]([CH2:22][NH:37][CH:30]([C:24]3[CH:29]=[CH:28][CH:27]=[CH:26][CH:25]=3)[C:31]3[CH:36]=[CH:35][CH:34]=[CH:33][CH:32]=3)=[CH:12]2)(=[O:10])=[O:9])=[CH:4][CH:3]=1. The yield is 0.890.